Predict the reactants needed to synthesize the given product. From a dataset of Retrosynthesis with 50K atom-mapped reactions and 10 reaction types from USPTO. (1) Given the product O=C(O)c1ccc(Oc2ccc(Cl)c(Cl)c2)cc1, predict the reactants needed to synthesize it. The reactants are: CCOC(=O)c1ccc(Oc2ccc(Cl)c(Cl)c2)cc1. (2) The reactants are: COc1cc2nccc(Oc3ccc(N)cc3)c2cc1OC.O=C=NC1CCCCC1. Given the product COc1cc2nccc(Oc3ccc(NC(=O)NC4CCCCC4)cc3)c2cc1OC, predict the reactants needed to synthesize it. (3) Given the product CCNc1ccc(C#N)cc1N, predict the reactants needed to synthesize it. The reactants are: CCNc1ccc(C#N)cc1[N+](=O)[O-]. (4) The reactants are: CC(C)[Si](Oc1ccc(-c2ccc(CO)[se]2)cc1)(C(C)C)C(C)C. Given the product OCc1ccc(-c2ccc(O)cc2)[se]1, predict the reactants needed to synthesize it. (5) Given the product N#Cc1ccc2c(c1)NC(=O)C2, predict the reactants needed to synthesize it. The reactants are: CCCC[Sn](C#N)(CCCC)CCCC.O=C1Cc2ccc(Br)cc2N1.